Task: Predict the reaction yield, written as a fraction of the theoretical maximum amount of product (1.0 means a 100% yield; for example, 0.34 means a 34% yield).. Dataset: Reaction yield outcomes from USPTO patents with 853,638 reactions (1) The yield is 0.432. The reactants are [OH:1][CH:2]([C:6]1[CH:11]=[CH:10][C:9]([C:12]2[N:16]=[C:15]([C:17]3[CH:18]=[N:19][N:20]([C:26]4[CH:31]=[CH:30][CH:29]=[CH:28][CH:27]=4)[C:21]=3[C:22]([F:25])([F:24])[F:23])[O:14][N:13]=2)=[CH:8][CH:7]=1)[C:3]([OH:5])=O.[NH2:32][CH2:33][CH2:34][OH:35].CN(C(ON1N=NC2C=CC=NC1=2)=[N+](C)C)C.F[P-](F)(F)(F)(F)F.CN1CCOCC1. The product is [OH:1][CH:2]([C:6]1[CH:11]=[CH:10][C:9]([C:12]2[N:16]=[C:15]([C:17]3[CH:18]=[N:19][N:20]([C:26]4[CH:31]=[CH:30][CH:29]=[CH:28][CH:27]=4)[C:21]=3[C:22]([F:23])([F:24])[F:25])[O:14][N:13]=2)=[CH:8][CH:7]=1)[C:3]([NH:32][CH2:33][CH2:34][OH:35])=[O:5]. No catalyst specified. (2) The reactants are [C:1]([O:5][C:6]([N:8]1[CH2:12][CH2:11][CH2:10][CH:9]1[C:13]1[NH:17][C:16]2[CH:18]=[C:19](Br)[CH:20]=[CH:21][C:15]=2[N:14]=1)=[O:7])([CH3:4])([CH3:3])[CH3:2].[B:23]1([B:23]2[O:27][C:26]([CH3:29])([CH3:28])[C:25]([CH3:31])([CH3:30])[O:24]2)[O:27][C:26]([CH3:29])([CH3:28])[C:25]([CH3:31])([CH3:30])[O:24]1.C([O-])(=O)C.[K+]. The catalyst is O1CCOCC1.C(OCC)(=O)C.C1C=CC(P(C2C=CC=CC=2)[C-]2C=CC=C2)=CC=1.C1C=CC(P(C2C=CC=CC=2)[C-]2C=CC=C2)=CC=1.Cl[Pd]Cl.[Fe+2]. The product is [C:1]([O:5][C:6]([N:8]1[CH2:12][CH2:11][CH2:10][CH:9]1[C:13]1[NH:17][C:16]2[CH:18]=[C:19]([B:23]3[O:27][C:26]([CH3:29])([CH3:28])[C:25]([CH3:31])([CH3:30])[O:24]3)[CH:20]=[CH:21][C:15]=2[N:14]=1)=[O:7])([CH3:4])([CH3:3])[CH3:2]. The yield is 0.590. (3) The reactants are [Cl:1][C:2]1[S:6][C:5]([C:7]2[N:11]([C:12]3[CH:17]=[CH:16][C:15]([Cl:18])=[CH:14][C:13]=3[Cl:19])[N:10]=[C:9]([C:20](Cl)=[O:21])[C:8]=2[CH3:23])=[CH:4][CH:3]=1.[N:24]1([C:31](=[O:33])[CH3:32])[CH2:30][CH2:29][CH2:28][CH2:27][CH2:26][CH2:25]1.C[Si]([N-][Si](C)(C)C)(C)C.[Li+]. No catalyst specified. The product is [N:24]1([C:31](=[O:33])[CH2:32][C:20]([C:9]2[C:8]([CH3:23])=[C:7]([C:5]3[S:6][C:2]([Cl:1])=[CH:3][CH:4]=3)[N:11]([C:12]3[CH:17]=[CH:16][C:15]([Cl:18])=[CH:14][C:13]=3[Cl:19])[N:10]=2)=[O:21])[CH2:30][CH2:29][CH2:28][CH2:27][CH2:26][CH2:25]1. The yield is 0.820. (4) The reactants are [NH2:1][C:2]1[N:7]=[C:6]([Cl:8])[C:5]([NH:9]C=O)=[C:4]([NH:12][CH2:13][C:14]2[CH:19]=[CH:18][CH:17]=[C:16]([N:20]3[CH2:24][CH2:23][CH2:22][C:21]3=[O:25])[N:15]=2)[N:3]=1.Cl.[OH-].[Na+]. The catalyst is C(O)C. The product is [NH2:1][C:2]1[N:3]=[C:4]([NH:12][CH2:13][C:14]2[N:15]=[C:16]([N:20]3[CH2:24][CH2:23][CH2:22][C:21]3=[O:25])[CH:17]=[CH:18][CH:19]=2)[C:5]([NH2:9])=[C:6]([Cl:8])[N:7]=1. The yield is 0.680.